Task: Predict the product of the given reaction.. Dataset: Forward reaction prediction with 1.9M reactions from USPTO patents (1976-2016) (1) Given the reactants [C:1](#[N:8])[C:2]1[CH:7]=[CH:6][CH:5]=[CH:4][CH:3]=1.[F:9][C:10]1[CH:16]=[CH:15][C:13]([NH2:14])=[CH:12][CH:11]=1, predict the reaction product. The product is: [F:9][C:10]1[CH:16]=[CH:15][C:13]([NH:14][C:1]([C:2]2[CH:7]=[CH:6][CH:5]=[CH:4][CH:3]=2)=[NH:8])=[CH:12][CH:11]=1. (2) The product is: [CH3:21][O:20][C:18]([C:17]1[S:16][C:4]2[CH:9]=[N:8][C:7]([S:10][CH3:11])=[N:6][C:5]=2[C:12]=1[O-:14])=[O:19].[Na+:2]. Given the reactants [H-].[Na+:2].Cl[C:4]1[C:5]([C:12]([O:14]C)=O)=[N:6][C:7]([S:10][CH3:11])=[N:8][CH:9]=1.[SH:16][CH2:17][C:18]([O:20][CH3:21])=[O:19], predict the reaction product. (3) The product is: [NH2:30][C:21]([C:20]1[CH:24]=[CH:25][C:26]([F:27])=[C:18]([S:15]([N:11]2[CH2:12][CH2:13][CH2:14][N:8]([C:6]([O:5][C:1]([CH3:4])([CH3:2])[CH3:3])=[O:7])[CH2:9][CH2:10]2)(=[O:17])=[O:16])[CH:19]=1)=[O:23]. Given the reactants [C:1]([O:5][C:6]([N:8]1[CH2:14][CH2:13][CH2:12][N:11]([S:15]([C:18]2[CH:19]=[C:20]([CH:24]=[CH:25][C:26]=2[F:27])[C:21]([OH:23])=O)(=[O:17])=[O:16])[CH2:10][CH2:9]1)=[O:7])([CH3:4])([CH3:3])[CH3:2].C1N=C[N:30](C(N2C=NC=C2)=O)C=1, predict the reaction product. (4) Given the reactants [CH3:1][O:2][C:3](=[O:15])[C@H:4]([CH2:13][SH:14])[NH:5][C:6]([O:8][C:9]([CH3:12])([CH3:11])[CH3:10])=[O:7].C([O-])([O-])=O.[K+].[K+].[CH2:22](Cl)[CH:23]=[CH2:24], predict the reaction product. The product is: [CH3:1][O:2][C:3](=[O:15])[C@H:4]([CH2:13][S:14][CH2:24][CH:23]=[CH2:22])[NH:5][C:6]([O:8][C:9]([CH3:12])([CH3:10])[CH3:11])=[O:7]. (5) Given the reactants [Cl:1][C:2]1[CH:7]=[C:6]([NH:8][CH2:9][C:10]2[CH:18]=[CH:17][CH:16]=[C:15]3[C:11]=2[CH:12]=[N:13][N:14]3[CH:19]2[CH2:24][CH2:23][CH2:22][CH2:21][O:20]2)[C:5]([N+:25]([O-])=O)=[CH:4][N:3]=1.[Cl-].[NH4+].C(O)C, predict the reaction product. The product is: [Cl:1][C:2]1[N:3]=[CH:4][C:5]([NH2:25])=[C:6]([NH:8][CH2:9][C:10]2[CH:18]=[CH:17][CH:16]=[C:15]3[C:11]=2[CH:12]=[N:13][N:14]3[CH:19]2[CH2:24][CH2:23][CH2:22][CH2:21][O:20]2)[CH:7]=1. (6) Given the reactants Br[CH2:2][C:3]([C:5]1[C:6]([CH3:19])=[N:7][N:8]([CH2:10][C:11]2[CH:16]=[CH:15][C:14]([O:17][CH3:18])=[CH:13][CH:12]=2)[CH:9]=1)=[O:4].[S-:20][C:21]#[N:22].[K+], predict the reaction product. The product is: [CH3:18][O:17][C:14]1[CH:15]=[CH:16][C:11]([CH2:10][N:8]2[CH:9]=[C:5]([C:3](=[O:4])[CH2:2][S:20][C:21]#[N:22])[C:6]([CH3:19])=[N:7]2)=[CH:12][CH:13]=1.